Predict the reaction yield, written as a fraction of the theoretical maximum amount of product (1.0 means a 100% yield; for example, 0.34 means a 34% yield). From a dataset of Reaction yield outcomes from USPTO patents with 853,638 reactions. (1) The reactants are [CH:1]([C:3]1[CH:4]=[N:5][N:6]2[CH:11]=[CH:10][C:9]([C:12]3[S:16][C:15]([C:17]([OH:19])=O)=[CH:14][CH:13]=3)=[N:8][C:7]=12)=[O:2].C1[CH:21]=[CH:22][C:23]2N(O)N=[N:26][C:24]=2C=1.C(N(CC)CC)C.C1(CN)CC1.C(Cl)CCl. The catalyst is O.CN(C=O)C. The product is [CH:23]1([CH2:24][NH:26][C:17]([C:15]2[S:16][C:12]([C:9]3[CH:10]=[CH:11][N:6]4[N:5]=[CH:4][C:3]([CH:1]=[O:2])=[C:7]4[N:8]=3)=[CH:13][CH:14]=2)=[O:19])[CH2:21][CH2:22]1. The yield is 0.190. (2) The reactants are [Br:1][C:2]1[CH:10]=[C:9]([F:11])[C:5]([C:6](O)=[O:7])=[C:4]([F:12])[CH:3]=1.O[N:14]1C2C=CC=CC=2N=N1.C(N=C=NCCCN(C)C)C.N. No catalyst specified. The product is [Br:1][C:2]1[CH:10]=[C:9]([F:11])[C:5]([C:6]([NH2:14])=[O:7])=[C:4]([F:12])[CH:3]=1. The yield is 0.930. (3) The reactants are [CH3:1][C:2]1[N:6]([CH2:7][C:8]2[C:17]3[C:12](=[CH:13][CH:14]=[CH:15][CH:16]=3)[CH:11]=[CH:10][CH:9]=2)[C:5]2[CH:18]=[C:19]([N:26]3[CH2:31][CH2:30][O:29][CH2:28][CH2:27]3)[CH:20]=[C:21]([C:22]([O:24]C)=[O:23])[C:4]=2[N:3]=1.[Li+].[OH-].Cl. The catalyst is C1COCC1.O. The product is [CH3:1][C:2]1[N:6]([CH2:7][C:8]2[C:17]3[C:12](=[CH:13][CH:14]=[CH:15][CH:16]=3)[CH:11]=[CH:10][CH:9]=2)[C:5]2[CH:18]=[C:19]([N:26]3[CH2:31][CH2:30][O:29][CH2:28][CH2:27]3)[CH:20]=[C:21]([C:22]([OH:24])=[O:23])[C:4]=2[N:3]=1. The yield is 0.910. (4) The reactants are C1C=CC2N([OH:10])N=NC=2C=1.O=C([N:17]1[CH2:22][CH2:21][N:20]([C:23](=[O:34])[C:24]2[CH:29]=[CH:28][CH:27]=[CH:26][C:25]=2[C:30]([F:33])([F:32])[F:31])[CH2:19][CH2:18]1)CC(O)=O.CCN=C=NC[CH2:41][CH2:42]N(C)C.Cl.[C:47]1([C:54]2[CH:59]=[CH:58][CH:57]=[CH:56][CH:55]=2)[CH:52]=[CH:51][CH:50]=[C:49]([NH2:53])[CH:48]=1.CN([CH:63]=[O:64])C. The catalyst is CN(C1C=CN=CC=1)C.O. The product is [C:47]1([C:54]2[CH:55]=[CH:56][CH:57]=[CH:58][CH:59]=2)[CH:52]=[CH:51][CH:50]=[C:49]([NH:53][C:63](=[O:64])[CH:41]([N:17]2[CH2:18][CH2:19][N:20]([C:23](=[O:34])[C:24]3[CH:29]=[CH:28][CH:27]=[CH:26][C:25]=3[C:30]([F:33])([F:31])[F:32])[CH2:21][CH2:22]2)[CH:42]=[O:10])[CH:48]=1. The yield is 0.440. (5) The reactants are [OH:1][C:2]1[CH:3]=[C:4]([CH:10]=[CH:11][C:12]=1[O:13][CH3:14])[C:5]([O:7][CH2:8][CH3:9])=[O:6].Br[CH2:16][CH2:17][CH2:18][CH2:19][CH2:20][CH2:21][C:22]([O:24][CH2:25][CH3:26])=[O:23].C(=O)([O-])[O-].[K+].[K+]. The catalyst is CN(C=O)C. The product is [CH2:25]([O:24][C:22](=[O:23])[CH2:21][CH2:20][CH2:19][CH2:18][CH2:17][CH2:16][O:1][C:2]1[CH:3]=[C:4]([CH:10]=[CH:11][C:12]=1[O:13][CH3:14])[C:5]([O:7][CH2:8][CH3:9])=[O:6])[CH3:26]. The yield is 0.867. (6) The reactants are [CH:1]([O:5][C:6]1[CH:11]=[CH:10][C:9]([C:12]2[C:17](=[O:18])[N:16]([CH2:19][C:20]3[CH:25]=[CH:24][C:23]([C:26]4[C:27]([C:32]#[N:33])=[CH:28][CH:29]=[CH:30][CH:31]=4)=[CH:22][CH:21]=3)[C:15]([CH2:34][CH2:35][CH3:36])=[N:14][C:13]=2[CH3:37])=[CH:8][CH:7]=1)([CH2:3][CH3:4])[CH3:2].Cl.[NH2:39]O.[C:41](=[O:44])([O-])[OH:42].[Na+]. The catalyst is CS(C)=O.C(OCC)(=O)C. The product is [CH:1]([O:5][C:6]1[CH:7]=[CH:8][C:9]([C:12]2[C:17](=[O:18])[N:16]([CH2:19][C:20]3[CH:25]=[CH:24][C:23]([C:26]4[CH:31]=[CH:30][CH:29]=[CH:28][C:27]=4[C:32]4[NH:39][C:41](=[O:44])[O:42][N:33]=4)=[CH:22][CH:21]=3)[C:15]([CH2:34][CH2:35][CH3:36])=[N:14][C:13]=2[CH3:37])=[CH:10][CH:11]=1)([CH2:3][CH3:4])[CH3:2]. The yield is 0.810. (7) The reactants are Cl[CH2:2][C:3]1[CH:8]=[CH:7][CH:6]=[CH:5][N:4]=1.[OH:9][C:10]1[CH:15]=[CH:14][C:13]([NH:16][C:17]2[C:26]3[C:21](=[CH:22][CH:23]=[CH:24][C:25]=3[O:27][C@H:28]([CH3:34])[CH2:29][NH:30][C:31](=[O:33])[CH3:32])[N:20]=[CH:19][N:18]=2)=[CH:12][C:11]=1[CH3:35]. The product is [CH3:35][C:11]1[CH:12]=[C:13]([NH:16][C:17]2[C:26]3[C:21](=[CH:22][CH:23]=[CH:24][C:25]=3[O:27][C@H:28]([CH3:34])[CH2:29][NH:30][C:31](=[O:33])[CH3:32])[N:20]=[CH:19][N:18]=2)[CH:14]=[CH:15][C:10]=1[O:9][CH2:2][C:3]1[CH:8]=[CH:7][CH:6]=[CH:5][N:4]=1. The yield is 0.430. No catalyst specified.